Dataset: Full USPTO retrosynthesis dataset with 1.9M reactions from patents (1976-2016). Task: Predict the reactants needed to synthesize the given product. (1) Given the product [CH3:19][O:18][C:17](=[O:20])[NH:16][C:13]1[CH:14]=[CH:15][C:10]([NH:9][CH2:8][C@H:3]2[CH2:4][CH2:5][CH2:6][CH2:7][N:2]2[CH3:1])=[C:11]([NH2:21])[CH:12]=1, predict the reactants needed to synthesize it. The reactants are: [CH3:1][N:2]1[CH2:7][CH2:6][CH2:5][CH2:4][C@@H:3]1[CH2:8][NH:9][C:10]1[CH:15]=[CH:14][C:13]([NH:16][C:17](=[O:20])[O:18][CH3:19])=[CH:12][C:11]=1[N+:21]([O-])=O. (2) Given the product [C:9]([OH:5])([C:8]([F:24])([F:23])[F:7])=[O:52].[F:46][C:43]([F:44])([F:45])[C:42]1[N:38]([C:34]2[N:33]=[C:32]([C:31]3[C:26]([O:22][CH2:21][C:18]4[CH:19]=[CH:20][C:15]([C:12]5[CH:11]=[CH:10][C:9]([C:8]([F:23])([F:24])[F:7])=[CH:14][CH:13]=5)=[CH:16][CH:17]=4)=[N:27][CH:28]=[CH:29][CH:30]=3)[CH:37]=[CH:36][CH:35]=2)[N:39]=[CH:40][C:41]=1[C:47]([OH:49])=[O:48], predict the reactants needed to synthesize it. The reactants are: CC([O-:5])(C)C.[K+].[F:7][C:8]([F:24])([F:23])[C:9]1[CH:14]=[CH:13][C:12]([C:15]2[CH:20]=[CH:19][C:18]([CH2:21][OH:22])=[CH:17][CH:16]=2)=[CH:11][CH:10]=1.F[C:26]1[C:31]([C:32]2[CH:37]=[CH:36][CH:35]=[C:34]([N:38]3[C:42]([C:43]([F:46])([F:45])[F:44])=[C:41]([C:47]([O:49]CC)=[O:48])[CH:40]=[N:39]3)[N:33]=2)=[CH:30][CH:29]=[CH:28][N:27]=1.[OH-:52].[Na+]. (3) Given the product [CH:13]([C:2]1[CH:11]=[C:10]2[C:5]([CH2:6][CH2:7][NH:8][C:9]2=[O:12])=[CH:4][CH:3]=1)=[CH2:14], predict the reactants needed to synthesize it. The reactants are: Br[C:2]1[CH:11]=[C:10]2[C:5]([CH2:6][CH2:7][NH:8][C:9]2=[O:12])=[CH:4][CH:3]=1.[CH:13](B1OB(C=C)OB(C=C)O1)=[CH2:14].C([O-])([O-])=O.[K+].[K+].O. (4) Given the product [CH3:16][C:4]1[C:5]([NH:8][CH2:9][CH2:10][N:11]2[CH2:15][CH2:14][CH2:13][CH2:12]2)=[N:6][CH:7]=[C:2]([C:18]#[C:17][Si:19]([CH3:22])([CH3:21])[CH3:20])[CH:3]=1, predict the reactants needed to synthesize it. The reactants are: Br[C:2]1[CH:3]=[C:4]([CH3:16])[C:5]([NH:8][CH2:9][CH2:10][N:11]2[CH2:15][CH2:14][CH2:13][CH2:12]2)=[N:6][CH:7]=1.[C:17]([Si:19]([CH3:22])([CH3:21])[CH3:20])#[CH:18]. (5) Given the product [CH:14]([N:16]=[C:9]([NH2:11])[C:8]1[CH:7]=[CH:6][C:5]([CH2:4][CH2:3][CH2:2][NH2:1])=[CH:13][CH:12]=1)=[O:15], predict the reactants needed to synthesize it. The reactants are: [NH2:1][CH2:2][CH2:3][CH2:4][C:5]1[CH:13]=[CH:12][C:8]([C:9]([NH2:11])=O)=[CH:7][CH:6]=1.[CH:14]([NH2:16])=[O:15]. (6) Given the product [NH2:10][C:8]1[S:9][C:5]([C:1]([CH3:4])([CH3:3])[CH3:2])=[CH:6][C:7]=1[C:18]([N:20]1[CH2:25][CH2:24][N:23]([CH3:26])[C:22](=[O:27])[C:21]1([CH3:28])[CH3:29])=[O:19], predict the reactants needed to synthesize it. The reactants are: [C:1]([C:5]1[S:9][C:8]([NH:10]C(=O)OC(C)(C)C)=[C:7]([C:18]([N:20]2[CH2:25][CH2:24][N:23]([CH3:26])[C:22](=[O:27])[C:21]2([CH3:29])[CH3:28])=[O:19])[CH:6]=1)([CH3:4])([CH3:3])[CH3:2]. (7) The reactants are: CC1(C)OC(CS([C:11]2[CH:17]=[CH:16][C:14]([CH3:15])=[CH:13][CH:12]=2)(=O)=O)CO1.CC1(C)[O:24][CH:23]([CH2:25][OH:26])[CH2:22]O1.CC[N:30]([CH2:33][CH3:34])[CH2:31][CH3:32].[C:35]1(C)C=CC(S(Cl)(=O)=O)=CC=1. Given the product [CH2:15]([CH:35]1[CH2:32][CH2:31][N:30]([CH2:22][CH:23]([OH:24])[CH2:25][OH:26])[CH2:33][CH2:34]1)[C:14]1[CH:13]=[CH:12][CH:11]=[CH:17][CH:16]=1, predict the reactants needed to synthesize it. (8) Given the product [CH2:23]([O:22][C:20](=[O:21])[CH2:19][C@@H:18]([C:15]1[CH:16]=[CH:17][C:12]([O:11][CH2:10][C:8]2[CH:7]=[CH:6][C:5]3[N:4]([N:3]=[C:2]([C:33]4[CH:34]=[CH:35][C:30]([OH:29])=[CH:31][CH:32]=4)[N:28]=3)[CH:9]=2)=[CH:13][CH:14]=1)[C:25]#[C:26][CH3:27])[CH3:24], predict the reactants needed to synthesize it. The reactants are: Br[C:2]1[N:28]=[C:5]2[CH:6]=[CH:7][C:8]([CH2:10][O:11][C:12]3[CH:17]=[CH:16][C:15]([C@@H:18]([C:25]#[C:26][CH3:27])[CH2:19][C:20]([O:22][CH2:23][CH3:24])=[O:21])=[CH:14][CH:13]=3)=[CH:9][N:4]2[N:3]=1.[OH:29][C:30]1[CH:35]=[CH:34][C:33](B(O)O)=[CH:32][CH:31]=1.C([O-])([O-])=O.[K+].[K+].